From a dataset of HIV replication inhibition screening data with 41,000+ compounds from the AIDS Antiviral Screen. Binary Classification. Given a drug SMILES string, predict its activity (active/inactive) in a high-throughput screening assay against a specified biological target. (1) The molecule is CC(C)=N[W](C#[O+])(C#[O+])(C#[O+])(C#[O+])C#[O+]. The result is 0 (inactive). (2) The drug is N#CCCSC1SC(=C2SC3=C(SCCS3)S2)SC1SCCC#N. The result is 0 (inactive). (3) The compound is COc1cccc2c(Nc3ccc(S(=O)(=O)NC(=N)N)cc3)c3ccc([N+](=O)[O-])cc3nc12. The result is 0 (inactive). (4) The compound is COc1ccccc1NC(=S)NC=C1C(=O)NC(=O)NC1=O. The result is 0 (inactive). (5) The drug is C[N+](C)(C)CC(=O)NN=C(Cc1nc2c3c(ccc2nc1O)C(=O)c1ccccc1C3=O)C(=O)Nc1ccc(Cl)c(Cl)c1.[Cl-]. The result is 0 (inactive). (6) The compound is CC1=CC(C)CC(C)OC(=O)CC(c2ccc(O)cc2)NC(=O)C(Cc2c(Br)[nH]c3ccccc23)N(C)C(=O)C(C)NC(=O)C(C)C1. The result is 0 (inactive). (7) The result is 0 (inactive). The drug is COc1cc(-c2cc(-c3ccccc3)c3cc(Cl)ccc3n2)cc(OC)c1OC.